This data is from Catalyst prediction with 721,799 reactions and 888 catalyst types from USPTO. The task is: Predict which catalyst facilitates the given reaction. Reactant: [CH2:1]([NH2:4])[C:2]#[CH:3].C(N(CC)CC)C.Cl[C:13]([O:15][CH2:16][C:17]1[CH:22]=[CH:21][CH:20]=[CH:19][CH:18]=1)=[O:14]. Product: [CH2:16]([O:15][C:13](=[O:14])[NH:4][CH2:1][C:2]#[CH:3])[C:17]1[CH:22]=[CH:21][CH:20]=[CH:19][CH:18]=1. The catalyst class is: 13.